From a dataset of Full USPTO retrosynthesis dataset with 1.9M reactions from patents (1976-2016). Predict the reactants needed to synthesize the given product. (1) Given the product [OH:1][C:2]([C:5]1[NH:13][C:12]2[C:7](=[N:8][CH:9]=[CH:10][C:11]=2[C:14]([OH:16])=[O:15])[CH:6]=1)([CH3:4])[CH3:3], predict the reactants needed to synthesize it. The reactants are: [OH:1][C:2]([C:5]1[NH:13][C:12]2[C:7](=[N:8][CH:9]=[CH:10][C:11]=2[C:14]([O:16]C)=[O:15])[CH:6]=1)([CH3:4])[CH3:3].[OH-].[Na+]. (2) Given the product [CH2:1]([O:3][C:4]([C:6]1[C:14]2[C:9](=[CH:10][CH:11]=[C:12]([C:43]3[CH:44]=[CH:45][C:40]([C:39]([F:50])([F:49])[F:38])=[CH:41][CH:42]=3)[CH:13]=2)[N:8]([C:23]2[CH:24]=[CH:25][C:26]([CH:29]([CH3:31])[CH3:30])=[CH:27][CH:28]=2)[C:7]=1[CH2:32][C:33]([O:35][CH2:36][CH3:37])=[O:34])=[O:5])[CH3:2], predict the reactants needed to synthesize it. The reactants are: [CH2:1]([O:3][C:4]([C:6]1[C:14]2[C:9](=[CH:10][CH:11]=[C:12](OS(C(F)(F)F)(=O)=O)[CH:13]=2)[N:8]([C:23]2[CH:28]=[CH:27][C:26]([CH:29]([CH3:31])[CH3:30])=[CH:25][CH:24]=2)[C:7]=1[CH2:32][C:33]([O:35][CH2:36][CH3:37])=[O:34])=[O:5])[CH3:2].[F:38][C:39]([F:50])([F:49])[C:40]1[CH:45]=[CH:44][C:43](B(O)O)=[CH:42][CH:41]=1.C([O-])([O-])=O.[K+].[K+].O1CCOCC1.